This data is from Peptide-MHC class I binding affinity with 185,985 pairs from IEDB/IMGT. The task is: Regression. Given a peptide amino acid sequence and an MHC pseudo amino acid sequence, predict their binding affinity value. This is MHC class I binding data. (1) The peptide sequence is WSHRVTSPK. The MHC is HLA-A30:01 with pseudo-sequence HLA-A30:01. The binding affinity (normalized) is 0.638. (2) The peptide sequence is EMSLADYLY. The MHC is HLA-A02:03 with pseudo-sequence HLA-A02:03. The binding affinity (normalized) is 0.0847. (3) The binding affinity (normalized) is 0. The MHC is HLA-A11:01 with pseudo-sequence HLA-A11:01. The peptide sequence is LSPRTLNAW. (4) The peptide sequence is GLSRYVARV. The MHC is HLA-A02:06 with pseudo-sequence HLA-A02:06. The binding affinity (normalized) is 0.347. (5) The binding affinity (normalized) is 0.0400. The MHC is H-2-Db with pseudo-sequence H-2-Db. The peptide sequence is ISFLLSPA. (6) The peptide sequence is YRRWIQLGLQK. The MHC is HLA-B27:05 with pseudo-sequence HLA-B27:05. The binding affinity (normalized) is 1.00. (7) The peptide sequence is IISDMYDPR. The MHC is HLA-A03:01 with pseudo-sequence HLA-A03:01. The binding affinity (normalized) is 0.126.